This data is from Reaction yield outcomes from USPTO patents with 853,638 reactions. The task is: Predict the reaction yield, written as a fraction of the theoretical maximum amount of product (1.0 means a 100% yield; for example, 0.34 means a 34% yield). (1) The reactants are [F:1][C:2]1[CH:10]=[CH:9][C:8]([CH2:11][C:12]2[C:21]3[C:16](=[CH:17][CH:18]=[CH:19][CH:20]=3)[C:15](=[O:22])[NH:14][N:13]=2)=[CH:7][C:3]=1[C:4](O)=[O:5].F[P-](F)(F)(F)(F)F.N1(OC(N(C)C)=[N+](C)C)C2C=CC=CC=2N=N1.[F:47][C:48]([F:62])([F:61])[C:49]1[N:53]2[CH2:54][CH2:55][NH:56][CH2:57][C:52]2=[C:51]([C:58]([NH2:60])=[O:59])[N:50]=1.C(N(CC)C(C)C)(C)C. The catalyst is CN(C)C=O.O. The product is [F:1][C:2]1[CH:10]=[CH:9][C:8]([CH2:11][C:12]2[C:21]3[C:16](=[CH:17][CH:18]=[CH:19][CH:20]=3)[C:15](=[O:22])[NH:14][N:13]=2)=[CH:7][C:3]=1[C:4]([N:56]1[CH2:55][CH2:54][N:53]2[C:49]([C:48]([F:62])([F:47])[F:61])=[N:50][C:51]([C:58]([NH2:60])=[O:59])=[C:52]2[CH2:57]1)=[O:5]. The yield is 0.200. (2) The reactants are [CH2:1]([N:3]1[C:7]([CH2:8][S:9][C:10]2[N:15]=[C:14]([OH:16])[CH:13]=[C:12]([CH3:17])[N:11]=2)=[C:6]([CH3:18])[N:5]=[CH:4]1)[CH3:2].[ClH:19].O1CCOCC1. The catalyst is CO. The yield is 0.990. The product is [ClH:19].[CH2:1]([N:3]1[C:7]([CH2:8][S:9][C:10]2[N:15]=[C:14]([OH:16])[CH:13]=[C:12]([CH3:17])[N:11]=2)=[C:6]([CH3:18])[N:5]=[CH:4]1)[CH3:2].